Dataset: Forward reaction prediction with 1.9M reactions from USPTO patents (1976-2016). Task: Predict the product of the given reaction. (1) Given the reactants O1CCCC1.[Br:6][C:7]1[C:8]([NH:15][C@H:16]2[CH2:21][CH2:20][CH2:19][NH:18][CH2:17]2)=[N:9][C:10]([S:13][CH3:14])=[N:11][CH:12]=1.N1(C2CCCCCCCCCC2)CCCCCCCCCN1.[C:44]([CH2:46][C:47](OCC)=[O:48])#[N:45], predict the reaction product. The product is: [Br:6][C:7]1[C:8]([NH:15][C@H:16]2[CH2:21][CH2:20][CH2:19][N:18]([C:47](=[O:48])[CH2:46][C:44]#[N:45])[CH2:17]2)=[N:9][C:10]([S:13][CH3:14])=[N:11][CH:12]=1. (2) The product is: [Br:5][C:6]1[CH:11]=[CH:10][C:9](/[CH:12]=[C:13](\[CH2:18][NH:30][S:27]([C:24]2[CH:25]=[CH:26][C:21]([CH3:20])=[CH:22][CH:23]=2)(=[O:28])=[O:29])/[C:14]([O:16][CH3:17])=[O:15])=[CH:8][CH:7]=1. Given the reactants C(Cl)(=O)C.[Br:5][C:6]1[CH:11]=[CH:10][C:9]([CH:12](O)[C:13](=[CH2:18])[C:14]([O:16][CH3:17])=[O:15])=[CH:8][CH:7]=1.[CH3:20][C:21]1[CH:26]=[CH:25][C:24]([S:27]([NH2:30])(=[O:29])=[O:28])=[CH:23][CH:22]=1.C([O-])([O-])=O.[K+].[K+], predict the reaction product. (3) Given the reactants C[O:2][C:3](=[O:23])[CH:4]([C:12]1[CH:17]=[CH:16][C:15]([S:18]([CH3:21])(=[O:20])=[O:19])=[C:14]([Cl:22])[CH:13]=1)[CH2:5][CH:6]1[CH2:11][CH2:10][O:9][CH2:8][CH2:7]1.[OH-].[K+], predict the reaction product. The product is: [Cl:22][C:14]1[CH:13]=[C:12]([CH:4]([CH2:5][CH:6]2[CH2:11][CH2:10][O:9][CH2:8][CH2:7]2)[C:3]([OH:23])=[O:2])[CH:17]=[CH:16][C:15]=1[S:18]([CH3:21])(=[O:19])=[O:20]. (4) Given the reactants [C-]#N.[Na+].[N:4]12CCN(CC1)C[CH2:5]2.[CH3:12][O:13][C:14]1[CH:36]=[CH:35][C:17]([CH2:18][NH:19][C:20]([C:22]2[C:23]([NH:29][CH2:30][C:31]([CH3:34])([CH3:33])[CH3:32])=[N:24][C:25](Cl)=[N:26][CH:27]=2)=[O:21])=[CH:16][CH:15]=1, predict the reaction product. The product is: [CH3:12][O:13][C:14]1[CH:36]=[CH:35][C:17]([CH2:18][NH:19][C:20]([C:22]2[C:23]([NH:29][CH2:30][C:31]([CH3:34])([CH3:33])[CH3:32])=[N:24][C:25]([C:5]#[N:4])=[N:26][CH:27]=2)=[O:21])=[CH:16][CH:15]=1. (5) Given the reactants [CH2:1]([CH:5]([CH2:9][CH:10]=[CH2:11])[C:6](O)=[O:7])[CH:2]([CH3:4])[CH3:3].[H-].[Al+3].[Li+].[H-].[H-].[H-].O.[OH-].[Na+], predict the reaction product. The product is: [CH2:1]([CH:5]([CH2:9][CH:10]=[CH2:11])[CH2:6][OH:7])[CH:2]([CH3:4])[CH3:3]. (6) Given the reactants [S:1]1[CH:5]=[CH:4][C:3]2[CH2:6][C:7]3[CH:11]=[CH:10][S:9][C:8]=3[C:2]1=2.[OH-].[K+].[I-].[Na+].[CH2:16](Br)[CH2:17][CH2:18][CH2:19][CH2:20][CH3:21], predict the reaction product. The product is: [CH2:16]([C:6]1([CH2:7][CH2:8][CH2:2][CH2:3][CH2:4][CH3:5])[C:7]2[CH:11]=[CH:10][S:9][C:8]=2[C:2]2[S:1][CH:5]=[CH:4][C:3]1=2)[CH2:17][CH2:18][CH2:19][CH2:20][CH3:21]. (7) Given the reactants [OH:1][CH:2]1[CH2:7][CH2:6][CH:5]([N:8]2[C:16](=[O:17])[C:15]3[C:10](=[CH:11][CH:12]=[CH:13][CH:14]=3)[C:9]2=[O:18])[CH2:4][CH2:3]1.C1C=C[NH+]=CC=1.[O-][Cr](Cl)(=O)=O, predict the reaction product. The product is: [O:1]=[C:2]1[CH2:7][CH2:6][CH:5]([N:8]2[C:16](=[O:17])[C:15]3[C:10](=[CH:11][CH:12]=[CH:13][CH:14]=3)[C:9]2=[O:18])[CH2:4][CH2:3]1.